Dataset: Forward reaction prediction with 1.9M reactions from USPTO patents (1976-2016). Task: Predict the product of the given reaction. The product is: [F:35][C:26]([F:25])([C:29]1[CH:34]=[CH:33][CH:32]=[CH:31][N:30]=1)[CH2:27][NH:28][C:18]1[S:19]/[C:15](=[CH:14]\[C:11]2[CH:12]=[C:13]3[C:8](=[CH:9][CH:10]=2)[N:7]=[CH:6][C:5]([C:23]#[N:24])=[C:4]3[O:3][CH2:1][CH3:2])/[C:16](=[O:22])[N:17]=1. Given the reactants [CH2:1]([O:3][C:4]1[C:13]2[C:8](=[CH:9][CH:10]=[C:11](/[CH:14]=[C:15]3/[C:16](=[O:22])[N:17]=[C:18](SC)[S:19]/3)[CH:12]=2)[N:7]=[CH:6][C:5]=1[C:23]#[N:24])[CH3:2].[F:25][C:26]([F:35])([C:29]1[CH:34]=[CH:33][CH:32]=[CH:31][N:30]=1)[CH2:27][NH2:28].CCN(C(C)C)C(C)C, predict the reaction product.